Dataset: NCI-60 drug combinations with 297,098 pairs across 59 cell lines. Task: Regression. Given two drug SMILES strings and cell line genomic features, predict the synergy score measuring deviation from expected non-interaction effect. (1) Drug 1: CN1CCC(CC1)COC2=C(C=C3C(=C2)N=CN=C3NC4=C(C=C(C=C4)Br)F)OC. Drug 2: N.N.Cl[Pt+2]Cl. Cell line: HL-60(TB). Synergy scores: CSS=-25.8, Synergy_ZIP=4.87, Synergy_Bliss=-18.6, Synergy_Loewe=-27.2, Synergy_HSA=-26.4. (2) Synergy scores: CSS=77.8, Synergy_ZIP=5.14, Synergy_Bliss=4.53, Synergy_Loewe=-1.34, Synergy_HSA=6.96. Drug 2: CCC1=C2N=C(C=C(N2N=C1)NCC3=C[N+](=CC=C3)[O-])N4CCCCC4CCO. Cell line: NCI-H460. Drug 1: CNC(=O)C1=NC=CC(=C1)OC2=CC=C(C=C2)NC(=O)NC3=CC(=C(C=C3)Cl)C(F)(F)F.